This data is from Full USPTO retrosynthesis dataset with 1.9M reactions from patents (1976-2016). The task is: Predict the reactants needed to synthesize the given product. Given the product [NH2:3][O:12][CH2:13][C:14]1[CH:22]=[CH:21][C:17]([C:18]([NH2:20])=[O:19])=[CH:16][N:15]=1, predict the reactants needed to synthesize it. The reactants are: O=C1C2C(=CC=CC=2)C(=O)[N:3]1[O:12][CH2:13][C:14]1[CH:22]=[CH:21][C:17]([C:18]([NH2:20])=[O:19])=[CH:16][N:15]=1.CN.CO.